Dataset: Peptide-MHC class I binding affinity with 185,985 pairs from IEDB/IMGT. Task: Regression. Given a peptide amino acid sequence and an MHC pseudo amino acid sequence, predict their binding affinity value. This is MHC class I binding data. The peptide sequence is LTAIANQAAI. The MHC is HLA-A01:01 with pseudo-sequence HLA-A01:01. The binding affinity (normalized) is 0.147.